This data is from NCI-60 drug combinations with 297,098 pairs across 59 cell lines. The task is: Regression. Given two drug SMILES strings and cell line genomic features, predict the synergy score measuring deviation from expected non-interaction effect. (1) Drug 1: CC1=C(C=C(C=C1)NC2=NC=CC(=N2)N(C)C3=CC4=NN(C(=C4C=C3)C)C)S(=O)(=O)N.Cl. Drug 2: C1C(C(OC1N2C=NC(=NC2=O)N)CO)O. Cell line: OVCAR-4. Synergy scores: CSS=10.3, Synergy_ZIP=-4.58, Synergy_Bliss=-3.21, Synergy_Loewe=-6.60, Synergy_HSA=-1.23. (2) Drug 1: C1=CN(C(=O)N=C1N)C2C(C(C(O2)CO)O)O.Cl. Drug 2: C1=NC2=C(N=C(N=C2N1C3C(C(C(O3)CO)O)O)F)N. Cell line: DU-145. Synergy scores: CSS=36.2, Synergy_ZIP=-4.51, Synergy_Bliss=-1.87, Synergy_Loewe=-24.4, Synergy_HSA=-3.96. (3) Drug 1: CC(C)(C1=NC(=CC=C1)N2C3=NC(=NC=C3C(=O)N2CC=C)NC4=CC=C(C=C4)N5CCN(CC5)C)O. Drug 2: CC1(CCCN1)C2=NC3=C(C=CC=C3N2)C(=O)N. Cell line: NCI-H460. Synergy scores: CSS=8.44, Synergy_ZIP=-2.87, Synergy_Bliss=-4.96, Synergy_Loewe=-44.9, Synergy_HSA=-3.39. (4) Drug 1: CCCCCOC(=O)NC1=NC(=O)N(C=C1F)C2C(C(C(O2)C)O)O. Drug 2: CC(C)NC(=O)C1=CC=C(C=C1)CNNC.Cl. Cell line: T-47D. Synergy scores: CSS=-3.49, Synergy_ZIP=1.92, Synergy_Bliss=-0.591, Synergy_Loewe=-2.69, Synergy_HSA=-3.22. (5) Drug 1: CC1=CC=C(C=C1)C2=CC(=NN2C3=CC=C(C=C3)S(=O)(=O)N)C(F)(F)F. Drug 2: C1C(C(OC1N2C=NC3=C(N=C(N=C32)Cl)N)CO)O. Cell line: OVCAR-8. Synergy scores: CSS=45.9, Synergy_ZIP=-0.357, Synergy_Bliss=-0.979, Synergy_Loewe=-24.7, Synergy_HSA=0.753. (6) Drug 1: C1=C(C(=O)NC(=O)N1)N(CCCl)CCCl. Drug 2: CC1=C(C(=CC=C1)Cl)NC(=O)C2=CN=C(S2)NC3=CC(=NC(=N3)C)N4CCN(CC4)CCO. Cell line: SNB-19. Synergy scores: CSS=39.8, Synergy_ZIP=4.18, Synergy_Bliss=6.43, Synergy_Loewe=7.69, Synergy_HSA=8.86.